Predict the reaction yield, written as a fraction of the theoretical maximum amount of product (1.0 means a 100% yield; for example, 0.34 means a 34% yield). From a dataset of Reaction yield outcomes from USPTO patents with 853,638 reactions. (1) The reactants are C([O:8][C:9]1[CH:14]=[CH:13][C:12]([CH2:15][CH:16]([OH:22])[C:17]([O:19][CH2:20][CH3:21])=[O:18])=[CH:11][CH:10]=1)C1C=CC=CC=1.[H-].[Na+].[CH2:25](Br)[CH2:26]CC.O. The catalyst is CN(C)C=O. The product is [OH:8][C:9]1[CH:10]=[CH:11][C:12]([CH2:15][CH:16]([O:22][CH2:25][CH3:26])[C:17]([O:19][CH2:20][CH3:21])=[O:18])=[CH:13][CH:14]=1. The yield is 0.200. (2) The reactants are [F:1][C:2]([F:11])([F:10])[C:3]1[CH:4]=[CH:5][C:6](=[O:9])[NH:7][CH:8]=1.I[C:13]1[CH:18]=[CH:17][C:16]([O:19][CH3:20])=[CH:15][CH:14]=1.C([O-])([O-])=O.[K+].[K+].CN(C=O)C. The catalyst is N.[Cu]I. The product is [CH3:20][O:19][C:16]1[CH:17]=[CH:18][C:13]([N:7]2[CH:8]=[C:3]([C:2]([F:1])([F:10])[F:11])[CH:4]=[CH:5][C:6]2=[O:9])=[CH:14][CH:15]=1. The yield is 0.392. (3) The product is [CH3:1][O:3][C:4]([CH:6]1[CH2:11][CH2:10][CH:9]([NH:12][C:25]2[N:30]=[C:29]([N:31]3[C:39]4[C:34](=[C:35]([O:40][CH2:41][CH2:42][CH2:43][S:44]([CH3:47])(=[O:45])=[O:46])[CH:36]=[CH:37][CH:38]=4)[CH:33]=[CH:32]3)[CH:28]=[CH:27][N:26]=2)[CH2:8][CH2:7]1)=[O:5]. The catalyst is CC(N(C)C)=O. The reactants are [CH2:1]([O:3][C:4]([CH:6]1[CH2:11][CH2:10][CH:9]([NH2:12])[CH2:8][CH2:7]1)=[O:5])C.CCN(C(C)C)C(C)C.CS([C:25]1[N:30]=[C:29]([N:31]2[C:39]3[C:34](=[C:35]([O:40][CH2:41][CH2:42][CH2:43][S:44]([CH3:47])(=[O:46])=[O:45])[CH:36]=[CH:37][CH:38]=3)[CH:33]=[CH:32]2)[CH:28]=[CH:27][N:26]=1)=O.O. The yield is 0.900. (4) The reactants are [OH:1][CH:2]([CH2:20][CH2:21][CH2:22][CH3:23])[CH2:3][CH2:4][CH2:5][CH2:6][CH2:7][CH2:8][CH:9]=[CH:10][CH:11]=[CH:12][CH:13]=[CH:14][CH:15]=[CH:16][C:17]([OH:19])=[O:18].ON1C(=O)CCC1=O.C1(N=C=NC2CCCCC2)CCCCC1. The catalyst is O1CCCC1. The product is [CH3:23][CH2:22][CH2:21][CH2:20][CH:2]([OH:1])/[CH:3]=[CH:4]\[CH2:5]/[CH:6]=[CH:7]\[CH2:8]/[CH:9]=[CH:10]\[CH2:11]/[CH:12]=[CH:13]\[CH2:14][CH2:15][CH2:16][C:17]([OH:19])=[O:18]. The yield is 0.750. (5) The reactants are [CH:1]([N:4]1[C:8]([C:9]2[N:18]=[C:17]3[N:11]([CH2:12][CH2:13][O:14][C:15]4[CH:22]=[C:21](OS(C(F)(F)F)(=O)=O)[N:20]=[CH:19][C:16]=43)[CH:10]=2)=[N:7][CH:6]=[N:5]1)([CH3:3])[CH3:2].C(=O)([O-])[O-].[Na+].[Na+].C1(P(C2C=CC=CC=2)C2C=CC=CC=2)C=CC=CC=1.[C:56]([O:60][C:61]([N:63]1[CH2:68][CH:67]=[C:66](B2OC(C)(C)C(C)(C)O2)[CH2:65][CH2:64]1)=[O:62])([CH3:59])([CH3:58])[CH3:57]. The catalyst is CN(C=O)C.C(=CC(C=CC1C=CC=CC=1)=O)C1C=CC=CC=1.C(=CC(C=CC1C=CC=CC=1)=O)C1C=CC=CC=1.[Pd]. The product is [C:56]([O:60][C:61]([N:63]1[CH2:64][CH:65]=[C:66]([C:21]2[N:20]=[CH:19][C:16]3[C:17]4[N:11]([CH2:12][CH2:13][O:14][C:15]=3[CH:22]=2)[CH:10]=[C:9]([C:8]2[N:4]([CH:1]([CH3:3])[CH3:2])[N:5]=[CH:6][N:7]=2)[N:18]=4)[CH2:67][CH2:68]1)=[O:62])([CH3:59])([CH3:57])[CH3:58]. The yield is 0.450.